This data is from Catalyst prediction with 721,799 reactions and 888 catalyst types from USPTO. The task is: Predict which catalyst facilitates the given reaction. (1) Reactant: [CH3:1][NH:2][CH3:3].[Br:4][C:5]1[CH:12]=[CH:11][C:8]([CH2:9]Br)=[CH:7][CH:6]=1. Product: [CH3:1][N:2]([CH2:9][C:8]1[CH:11]=[CH:12][C:5]([Br:4])=[CH:6][CH:7]=1)[CH3:3]. The catalyst class is: 3. (2) Reactant: [CH3:1][C:2]1[N:7]=[C:6]2[NH:8][C:9]([C:11](=[O:28])[NH:12][CH:13]([C:18]3[CH:23]=[CH:22][CH:21]=[C:20]([C:24]([F:27])([F:26])[F:25])[CH:19]=3)[C:14]([F:17])([F:16])[F:15])=[CH:10][C:5]2=[CH:4][C:3]=1[CH2:29][NH:30][C:31](=[O:37])[O:32][C:33]([CH3:36])([CH3:35])[CH3:34].[H-].[Na+].I[CH2:41][CH3:42].O. Product: [CH2:41]([N:8]1[C:6]2=[N:7][C:2]([CH3:1])=[C:3]([CH2:29][NH:30][C:31](=[O:37])[O:32][C:33]([CH3:34])([CH3:36])[CH3:35])[CH:4]=[C:5]2[CH:10]=[C:9]1[C:11](=[O:28])[NH:12][CH:13]([C:18]1[CH:23]=[CH:22][CH:21]=[C:20]([C:24]([F:25])([F:26])[F:27])[CH:19]=1)[C:14]([F:15])([F:16])[F:17])[CH3:42]. The catalyst class is: 42. (3) Reactant: [CH3:1][O:2][C:3]([C:5]1[S:6][C:7]([C:12]2[CH:17]=[CH:16][C:15]([Cl:18])=[CH:14][CH:13]=2)=[C:8]([CH3:11])[C:9]=1Br)=[O:4].[CH2:19](O)C.[NH2:22][S:23]([C:26]1[CH:31]=[CH:30][C:29](B(O)O)=[CH:28][CH:27]=1)(=[O:25])=[O:24].C(=O)([O-])[O-].[K+].[K+]. Product: [CH2:1]([O:2][C:3]([C:5]1[S:6][C:7]([C:12]2[CH:17]=[CH:16][C:15]([Cl:18])=[CH:14][CH:13]=2)=[C:8]([CH3:11])[C:9]=1[C:29]1[CH:30]=[CH:31][C:26]([S:23](=[O:25])(=[O:24])[NH2:22])=[CH:27][CH:28]=1)=[O:4])[CH3:19]. The catalyst class is: 109. (4) Reactant: [NH2:1][OH:2].O.[Cl:4][C:5]1[C:10]([CH3:11])=[CH:9][C:8]([S:12](Cl)(=[O:14])=[O:13])=[C:7]([CH3:16])[CH:6]=1.S(Cl)(Cl)(=O)=O. Product: [Cl:4][C:5]1[C:10]([CH3:11])=[CH:9][C:8]([S:12]([NH:1][OH:2])(=[O:14])=[O:13])=[C:7]([CH3:16])[CH:6]=1. The catalyst class is: 217. (5) Reactant: [CH:1]([C:4]1[N:5]=[C:6]([NH:9][CH2:10][CH2:11][CH:12]([CH3:14])[CH3:13])[S:7][CH:8]=1)([CH3:3])[CH3:2].[H-].[Na+].Cl[CH2:18][C:19]1[CH:38]=[CH:37][C:22]([CH2:23][O:24][C:25]2[CH:30]=[CH:29][C:28]([CH2:31][CH2:32][C:33]([O:35][CH3:36])=[O:34])=[CH:27][CH:26]=2)=[CH:21][CH:20]=1.Cl. Product: [CH:1]([C:4]1[N:5]=[C:6]([N:9]([CH2:18][C:19]2[CH:38]=[CH:37][C:22]([CH2:23][O:24][C:25]3[CH:30]=[CH:29][C:28]([CH2:31][CH2:32][C:33]([O:35][CH3:36])=[O:34])=[CH:27][CH:26]=3)=[CH:21][CH:20]=2)[CH2:10][CH2:11][CH:12]([CH3:14])[CH3:13])[S:7][CH:8]=1)([CH3:3])[CH3:2]. The catalyst class is: 145. (6) Reactant: [H-].[Na+].[OH:3][C:4]1[CH:12]=[CH:11][C:7]([C:8]([OH:10])=[O:9])=[CH:6][N:5]=1.[CH3:13]I.[OH-].[Na+]. Product: [CH3:13][N:5]1[C:4](=[O:3])[CH:12]=[CH:11][C:7]([C:8]([OH:10])=[O:9])=[CH:6]1. The catalyst class is: 5. (7) Reactant: [OH:1][C:2]1[CH:3]=[C:4]([CH:10]=[CH:11][CH:12]=1)[C:5]([O:7][CH2:8][CH3:9])=[O:6].C(N(CC)CC)C.[S:20](Cl)([CH3:23])(=[O:22])=[O:21]. Product: [CH3:23][S:20]([O:1][C:2]1[CH:3]=[C:4]([CH:10]=[CH:11][CH:12]=1)[C:5]([O:7][CH2:8][CH3:9])=[O:6])(=[O:22])=[O:21]. The catalyst class is: 4. (8) Reactant: Br[C:2]1[CH:14]=[C:13]2[C:5]([CH:6]=[CH:7][C:8]3[S:9][C:10]([Cl:15])=[CH:11][C:12]=32)=[CH:4][CH:3]=1.C[Li].C([Li])CCC.[CH3:23][C:24]1([O:27][CH2:26]1)[CH3:25].B(F)(F)F.CCOCC. Product: [Cl:15][C:10]1[S:9][C:8]2[CH:7]=[CH:6][C:5]3[C:13]([C:12]=2[CH:11]=1)=[CH:14][C:2]([CH2:23][C:24]([CH3:26])([OH:27])[CH3:25])=[CH:3][CH:4]=3. The catalyst class is: 1. (9) Reactant: [CH3:1][N:2]1[CH:6]=[C:5]([C:7](Cl)=[O:8])[C:4]([C:10]([F:13])([F:12])[F:11])=[N:3]1.Cl.[NH2:15][C@@H:16]([CH2:21][NH:22][C:23]([O:25][C:26]([CH3:29])([CH3:28])[CH3:27])=[O:24])[C:17]([O:19][CH3:20])=[O:18].N1C=CC=CC=1.Cl. Product: [C:26]([O:25][C:23]([NH:22][CH2:21][C@H:16]([NH:15][C:7]([C:5]1[C:4]([C:10]([F:13])([F:12])[F:11])=[N:3][N:2]([CH3:1])[CH:6]=1)=[O:8])[C:17]([O:19][CH3:20])=[O:18])=[O:24])([CH3:29])([CH3:28])[CH3:27]. The catalyst class is: 4.